From a dataset of Forward reaction prediction with 1.9M reactions from USPTO patents (1976-2016). Predict the product of the given reaction. Given the reactants CN1CC[O:5][CH2:4][CH2:3]1.Cl.[NH2:9][CH:10]([C:16](=[O:18])[CH3:17])[C:11]([O:13][CH2:14][CH3:15])=[O:12].C(OC(=O)C)(=O)C.O, predict the reaction product. The product is: [C:4]([NH:9][CH:10]([C:16](=[O:18])[CH3:17])[C:11]([O:13][CH2:14][CH3:15])=[O:12])(=[O:5])[CH3:3].